This data is from Full USPTO retrosynthesis dataset with 1.9M reactions from patents (1976-2016). The task is: Predict the reactants needed to synthesize the given product. (1) The reactants are: [CH2:1]([P:5]([CH2:10][CH:11]([CH3:13])[CH3:12])[CH2:6][CH:7]([CH3:9])[CH3:8])[CH:2]([CH3:4])[CH3:3].[CH2:14]([O:18][P:19]([O:26][CH2:27][CH2:28][CH2:29][CH3:30])([O:21][CH2:22][CH2:23][CH2:24][CH3:25])=[O:20])[CH2:15][CH2:16][CH3:17]. Given the product [CH2:22]([O:21][P:19]([O-:26])([O:18][CH2:14][CH2:15][CH2:16][CH3:17])=[O:20])[CH2:23][CH2:24][CH3:25].[CH2:10]([P+:5]([CH2:1][CH:2]([CH3:4])[CH3:3])([CH2:6][CH:7]([CH3:9])[CH3:8])[CH2:27][CH2:28][CH2:29][CH3:30])[CH:11]([CH3:13])[CH3:12], predict the reactants needed to synthesize it. (2) Given the product [F:1][C:2]1[CH:3]=[CH:4][C:5]([NH:8][NH:9][C:13](=[O:14])[C:12]2[CH:16]=[CH:17][CH:18]=[CH:19][C:11]=2[Cl:10])=[N:6][CH:7]=1, predict the reactants needed to synthesize it. The reactants are: [F:1][C:2]1[CH:3]=[CH:4][C:5]([NH:8][NH2:9])=[N:6][CH:7]=1.[Cl:10][C:11]1[CH:19]=[CH:18][CH:17]=[CH:16][C:12]=1[C:13](Cl)=[O:14].CCN(C(C)C)C(C)C. (3) Given the product [Br:1][C:2]1[CH:11]=[CH:10][CH:9]=[C:8]2[C:3]=1[CH:4]=[C:5]([N:27]1[CH2:26][CH2:25][N:24]([CH2:23][CH2:22][CH2:21][CH2:20][N:14]3[CH2:15][CH2:16][CH2:17][CH2:18][CH2:19]3)[CH2:29][CH2:28]1)[NH:6][C:7]2=[O:12], predict the reactants needed to synthesize it. The reactants are: [Br:1][C:2]1[CH:11]=[CH:10][CH:9]=[C:8]2[C:3]=1[CH:4]=[C:5](Cl)[NH:6][C:7]2=[O:12].[N:14]1([CH2:20][CH2:21][CH2:22][CH2:23][N:24]2[CH2:29][CH2:28][NH:27][CH2:26][CH2:25]2)[CH2:19][CH2:18][CH2:17][CH2:16][CH2:15]1. (4) Given the product [Br:39][C:40]1[CH:41]=[CH:42][C:43]([C:46]([N:3]([O:4][CH3:5])[CH3:2])=[O:48])=[N:44][CH:45]=1, predict the reactants needed to synthesize it. The reactants are: Cl.[CH3:2][NH:3][O:4][CH3:5].F[P-](F)(F)(F)(F)F.C[N+](C)=C(N(C)C)ON1C2N=CC=CC=2N=N1.CCN(C(C)C)C(C)C.[Br:39][C:40]1[CH:41]=[CH:42][C:43]([C:46]([OH:48])=O)=[N:44][CH:45]=1. (5) Given the product [C:2]([C:4]1[CH:5]=[C:6]([C:14]2[S:18][C:17]([C:19]3[C:20]([CH3:34])=[C:21]4[C:26](=[CH:27][CH:28]=3)[CH2:25][N:24]([CH2:29][CH2:30][C:31]([NH2:37])=[O:32])[CH2:23][CH2:22]4)=[N:16][N:15]=2)[CH:7]=[CH:8][C:9]=1[O:10][CH:11]([CH3:12])[CH3:13])#[N:3], predict the reactants needed to synthesize it. The reactants are: [Na+].[C:2]([C:4]1[CH:5]=[C:6]([C:14]2[S:18][C:17]([C:19]3[C:20]([CH3:34])=[C:21]4[C:26](=[CH:27][CH:28]=3)[CH2:25][N:24]([CH2:29][CH2:30][C:31]([O-])=[O:32])[CH2:23][CH2:22]4)=[N:16][N:15]=2)[CH:7]=[CH:8][C:9]=1[O:10][CH:11]([CH3:13])[CH3:12])#[N:3].C([N:37](CC)CC)C.C(Cl)CCl. (6) Given the product [CH3:41][S:42]([NH:1][C:2]1[CH:10]=[CH:9][C:8]([C:11]2[N:12]([C:27]([O:29][C:30]([CH3:31])([CH3:33])[CH3:32])=[O:28])[C:13]3[C:18]([CH:19]=2)=[CH:17][C:16]([CH2:20][N:21]2[CH2:26][CH2:25][CH2:24][CH2:23][CH2:22]2)=[CH:15][CH:14]=3)=[C:7]2[C:3]=1[CH2:4][NH:5][C:6]2=[O:34])(=[O:44])=[O:43], predict the reactants needed to synthesize it. The reactants are: [NH2:1][C:2]1[CH:10]=[CH:9][C:8]([C:11]2[N:12]([C:27]([O:29][C:30]([CH3:33])([CH3:32])[CH3:31])=[O:28])[C:13]3[C:18]([CH:19]=2)=[CH:17][C:16]([CH2:20][N:21]2[CH2:26][CH2:25][CH2:24][CH2:23][CH2:22]2)=[CH:15][CH:14]=3)=[C:7]2[C:3]=1[CH2:4][NH:5][C:6]2=[O:34].N1C=CC=CC=1.[CH3:41][S:42](Cl)(=[O:44])=[O:43].O. (7) Given the product [CH3:4][C@H:2]1[O:3][C:10](=[O:11])[C@H:9]([CH3:8])[O:6][C:1]1=[O:5], predict the reactants needed to synthesize it. The reactants are: [C:1]([OH:6])(=[O:5])[CH:2]([CH3:4])[OH:3].C(O)(=O)[CH2:8][CH2:9][C:10](O)=[O:11].